The task is: Predict the reactants needed to synthesize the given product.. This data is from Full USPTO retrosynthesis dataset with 1.9M reactions from patents (1976-2016). (1) Given the product [CH3:1][O:2][C:3]1[CH:4]=[C:5]([CH:17]=[CH:18][C:19]=1[O:20][CH3:21])[C:6]1[C:7](=[O:16])[C:8]2[C:9](=[C:10]([CH3:15])[C:11]([OH:14])=[CH:12][CH:13]=2)[O:28][CH:27]=1, predict the reactants needed to synthesize it. The reactants are: [CH3:1][O:2][C:3]1[CH:4]=[C:5]([CH:17]=[CH:18][C:19]=1[O:20][CH3:21])[CH2:6][C:7](=[O:16])[C:8]1[CH:13]=[CH:12][C:11]([OH:14])=[C:10]([CH3:15])[CH:9]=1.B(F)(F)F.C[CH2:27][O:28]CC.CS(Cl)(=O)=O. (2) Given the product [Cl:1][C:2]1[CH:3]=[CH:4][C:5]([OH:10])=[C:6]([C:7]2[N:8]=[C:9]([C:11]3[CH:16]=[C:15]([Cl:17])[CH:14]=[CH:13][C:12]=3[OH:18])[N:22]([CH2:24][C:25]3[CH:30]=[CH:29][CH:28]=[CH:27][N:26]=3)[N:23]=2)[CH:20]=1, predict the reactants needed to synthesize it. The reactants are: [Cl:1][C:2]1[CH:3]=[CH:4][C:5]2[O:10][C:9]([C:11]3[CH:16]=[C:15]([Cl:17])[CH:14]=[CH:13][C:12]=3[OH:18])=[N:8][C:7](=O)[C:6]=2[CH:20]=1.Cl.[NH:22]([CH2:24][C:25]1[CH:30]=[CH:29][CH:28]=[CH:27][N:26]=1)[NH2:23].C(N(CC)CC)C. (3) Given the product [NH:1]1[C:9]2[C:4](=[CH:5][C:6]([C:10]3[C:18]4[C:13](=[N:14][CH:15]=[C:16]([C:19]5[CH:26]=[CH:25][C:22]([CH2:37][N:38]6[CH2:43][CH2:42][N:41]([CH3:44])[CH2:40][CH2:39]6)=[CH:21][CH:20]=5)[CH:17]=4)[NH:12][CH:11]=3)=[CH:7][CH:8]=2)[CH:3]=[CH:2]1, predict the reactants needed to synthesize it. The reactants are: [NH:1]1[C:9]2[C:4](=[CH:5][C:6]([C:10]3[C:18]4[C:13](=[N:14][CH:15]=[C:16]([C:19]5[CH:26]=[CH:25][C:22](C=O)=[CH:21][CH:20]=5)[CH:17]=4)[N:12](S(C4C=CC(C)=CC=4)(=O)=O)[CH:11]=3)=[CH:7][CH:8]=2)[CH:3]=[CH:2]1.[CH3:37][N:38]1[CH2:43][CH2:42][NH:41][CH2:40][CH2:39]1.[C:44](O[BH-](OC(=O)C)OC(=O)C)(=O)C.[Na+]. (4) Given the product [Cl:14][C:5]1[CH:4]=[CH:3][C:2]([N:27]2[CH:28]=[CH:29][C:25]([C:23]3[CH:22]=[CH:21][C:20]4[O:15][CH2:16][CH2:17][CH2:18][C:19]=4[CH:24]=3)=[N:26]2)=[CH:7][C:6]=1[CH2:8][NH:9][C:10]([NH:12][CH3:13])=[O:11], predict the reactants needed to synthesize it. The reactants are: Br[C:2]1[CH:3]=[CH:4][C:5]([Cl:14])=[C:6]([CH2:8][NH:9][C:10]([NH:12][CH3:13])=[O:11])[CH:7]=1.[O:15]1[C:20]2[CH:21]=[CH:22][C:23]([C:25]3[CH:29]=[CH:28][NH:27][N:26]=3)=[CH:24][C:19]=2[CH2:18][CH2:17][CH2:16]1. (5) The reactants are: [F:1][C:2]1[CH:3]=[C:4]2[C:12](=[C:13]([S:15]([CH3:18])(=[O:17])=[O:16])[CH:14]=1)[NH:11][C:10]1[C@@H:9]([CH2:19][C:20]([O:22][CH3:23])=[O:21])[CH2:8][CH2:7][CH2:6][C:5]2=1.C1(P(C2C=CC=CC=2)C2C=CC=CC=2)C=CC=CC=1.[F:43][C:44]([F:55])([F:54])[C:45]1[CH:50]=[CH:49][C:48]([C@H:51](O)[CH3:52])=[CH:47][CH:46]=1.N(C(OC(C)(C)C)=O)=NC(OC(C)(C)C)=O. Given the product [CH3:23][O:22][C:20](=[O:21])[CH2:19][C@@H:9]1[C:10]2[N:11]([C@H:51]([C:48]3[CH:47]=[CH:46][C:45]([C:44]([F:43])([F:54])[F:55])=[CH:50][CH:49]=3)[CH3:52])[C:12]3[C:4](=[CH:3][C:2]([F:1])=[CH:14][C:13]=3[S:15]([CH3:18])(=[O:17])=[O:16])[C:5]=2[CH2:6][CH2:7][CH2:8]1, predict the reactants needed to synthesize it.